This data is from Forward reaction prediction with 1.9M reactions from USPTO patents (1976-2016). The task is: Predict the product of the given reaction. (1) The product is: [CH:18]1([C:21]([NH:22][C:15]([C:7]2[CH:6]=[N:5][C:4]([CH:1]3[CH2:2][CH2:3]3)=[C:9]([O:10][CH2:11][CH:12]3[CH2:13][CH2:14]3)[N:8]=2)=[O:17])([C:23]2[N:27]=[C:26]([CH3:28])[O:25][N:24]=2)[CH3:29])[CH2:20][CH2:19]1. Given the reactants [CH:1]1([C:4]2[N:5]=[CH:6][C:7]([C:15]([OH:17])=O)=[N:8][C:9]=2[O:10][CH2:11][CH:12]2[CH2:14][CH2:13]2)[CH2:3][CH2:2]1.[CH:18]1([C:21]([CH3:29])([C:23]2[N:27]=[C:26]([CH3:28])[O:25][N:24]=2)[NH2:22])[CH2:20][CH2:19]1, predict the reaction product. (2) Given the reactants [C:1]([OH:10])(=[O:9])[C:2]1[C:3](=[CH:5][CH:6]=[CH:7][CH:8]=1)[OH:4].CC(C)[O-].[Ti+4:15].CC(C)[O-].CC(C)[O-].CC(C)[O-], predict the reaction product. The product is: [C:1]([O-:10])(=[O:9])[C:2]1[C:3](=[CH:5][CH:6]=[CH:7][CH:8]=1)[OH:4].[Ti+4:15].[C:1]([O-:10])(=[O:9])[C:2]1[C:3](=[CH:5][CH:6]=[CH:7][CH:8]=1)[OH:4].[C:1]([O-:10])(=[O:9])[C:2]1[C:3](=[CH:5][CH:6]=[CH:7][CH:8]=1)[OH:4].[C:1]([O-:10])(=[O:9])[C:2]1[C:3](=[CH:5][CH:6]=[CH:7][CH:8]=1)[OH:4]. (3) Given the reactants [F:1][C:2]1[CH:3]=[C:4]([N:14]2[CH2:18][C@H:17]([CH2:19]O)[O:16][C:15]2=[O:21])[CH:5]=[CH:6][C:7]=1[N:8]1[CH:12]=[C:11]([CH3:13])[N:10]=[N:9]1.C(N(CC)CC)C.[CH3:29][S:30](Cl)(=[O:32])=[O:31].C(=O)(O)[O-].[Na+], predict the reaction product. The product is: [F:1][C:2]1[CH:3]=[C:4]([N:14]2[CH2:18][C@H:17]([CH2:19][S:30]([CH3:29])(=[O:32])=[O:31])[O:16][C:15]2=[O:21])[CH:5]=[CH:6][C:7]=1[N:8]1[CH:12]=[C:11]([CH3:13])[N:10]=[N:9]1. (4) Given the reactants [Br:1][C:2]1[C:3]([O:18][CH3:19])=[CH:4][C:5]2[NH:6][C:7]3[C:12]([C:13]=2[CH:14]=1)=[CH:11][C:10]([Br:15])=[C:9]([O:16][CH3:17])[CH:8]=3.[OH-].[Na+].[CH3:22][CH:23]([CH2:27][CH2:28][CH2:29][CH:30]([CH3:32])[CH3:31])[CH2:24][CH2:25]Br, predict the reaction product. The product is: [Br:1][C:2]1[C:3]([O:18][CH3:19])=[CH:4][C:5]2[N:6]([CH2:25][CH2:24][CH:23]([CH3:22])[CH2:27][CH2:28][CH2:29][CH:30]([CH3:32])[CH3:31])[C:7]3[C:12]([C:13]=2[CH:14]=1)=[CH:11][C:10]([Br:15])=[C:9]([O:16][CH3:17])[CH:8]=3. (5) Given the reactants [CH2:1]1[C:10]2[C:5](=[CH:6][CH:7]=[CH:8][CH:9]=2)[CH2:4][CH2:3][N:2]1[CH2:11][CH2:12][CH2:13][CH2:14][O:15][C:16]1[N:21]=[C:20]([NH2:22])[CH:19]=[CH:18][CH:17]=1.[C:23](Cl)(=[O:26])[CH2:24][CH3:25], predict the reaction product. The product is: [CH2:1]1[C:10]2[C:5](=[CH:6][CH:7]=[CH:8][CH:9]=2)[CH2:4][CH2:3][N:2]1[CH2:11][CH2:12][CH2:13][CH2:14][O:15][C:16]1[N:21]=[C:20]([NH:22][C:23](=[O:26])[CH2:24][CH3:25])[CH:19]=[CH:18][CH:17]=1.